This data is from Full USPTO retrosynthesis dataset with 1.9M reactions from patents (1976-2016). The task is: Predict the reactants needed to synthesize the given product. (1) Given the product [CH3:18][C:19]1[N:20]=[C:21]([CH2:25][N:13]2[CH:14]=[C:10]([C:9]#[C:8][C:6]3[CH:5]=[CH:4][N:3]=[C:2]([CH3:1])[CH:7]=3)[N:11]=[C:12]2[CH3:15])[CH:22]=[CH:23][CH:24]=1, predict the reactants needed to synthesize it. The reactants are: [CH3:1][C:2]1[CH:7]=[C:6]([C:8]#[C:9][C:10]2[N:11]=[C:12]([CH3:15])[NH:13][CH:14]=2)[CH:5]=[CH:4][N:3]=1.Cl.Cl[CH2:18][C:19]1[CH:24]=[CH:23][CH:22]=[C:21]([CH3:25])[N:20]=1. (2) The reactants are: [C:1]([C@@H:5]1[CH2:10][CH2:9][C@H:8]([O:11][C:12]2[CH:21]=[C:20]([CH3:22])[C:19]3[C:14](=[CH:15][CH:16]=[CH:17][CH:18]=3)[C:13]=2[CH:23]=O)[CH2:7][CH2:6]1)([CH3:4])([CH3:3])[CH3:2].[NH:25]1[CH2:30][CH2:29][CH:28]([CH2:31][C:32]([O:34][CH3:35])=[O:33])[CH2:27][CH2:26]1.[BH-](OC(C)=O)(OC(C)=O)OC(C)=O.[Na+]. Given the product [C:1]([C@H:5]1[CH2:10][CH2:9][C@H:8]([O:11][C:12]2[CH:21]=[C:20]([CH3:22])[C:19]3[C:14](=[CH:15][CH:16]=[CH:17][CH:18]=3)[C:13]=2[CH2:23][N:25]2[CH2:30][CH2:29][CH:28]([CH2:31][C:32]([O:34][CH3:35])=[O:33])[CH2:27][CH2:26]2)[CH2:7][CH2:6]1)([CH3:4])([CH3:3])[CH3:2], predict the reactants needed to synthesize it. (3) Given the product [Br:1][C:2]1[CH:7]=[CH:6][N:5]=[C:4]([NH:8][C:15](=[O:17])[CH3:16])[CH:3]=1, predict the reactants needed to synthesize it. The reactants are: [Br:1][C:2]1[CH:7]=[CH:6][N:5]=[C:4]([NH2:8])[CH:3]=1.N1C=CC=CC=1.[C:15](OC(=O)C)(=[O:17])[CH3:16]. (4) Given the product [F:20][C:21]1[C:22]([C:27]#[N:28])=[N:23][CH:24]=[CH:25][C:26]=1[I:37], predict the reactants needed to synthesize it. The reactants are: C(NC(C)C)(C)C.C([Li])CCC.C(=O)=O.CC(C)=O.[F:20][C:21]1[C:22]([C:27]#[N:28])=[N:23][CH:24]=[CH:25][CH:26]=1.[Li+].CC([N-]C(C)C)C.[I:37]I. (5) Given the product [NH2:28][C:16]1[S:15][CH2:14][C@H:13]2[C@:18]([C:21]3[CH:26]=[CH:25][CH:24]=[CH:23][C:22]=3[F:27])([CH2:19][O:20][C@@H:11]([CH2:10][OH:9])[CH2:12]2)[N:17]=1, predict the reactants needed to synthesize it. The reactants are: Cl.C([O:9][CH2:10][C@@H:11]1[O:20][CH2:19][C@@:18]2([C:21]3[CH:26]=[CH:25][CH:24]=[CH:23][C:22]=3[F:27])[C@H:13]([CH2:14][S:15][C:16]([NH2:28])=[N:17]2)[CH2:12]1)C1C=CC=CC=1.[OH-].[Na+]. (6) The reactants are: [CH3:1][O:2][C:3]1[N:8]=[C:7]2[NH:9][CH:10]=[CH:11][C:6]2=[CH:5][CH:4]=1.[OH-].[Na+].[C:14]1([S:20](Cl)(=[O:22])=[O:21])[CH:19]=[CH:18][CH:17]=[CH:16][CH:15]=1. Given the product [C:14]1([S:20]([N:9]2[C:7]3=[N:8][C:3]([O:2][CH3:1])=[CH:4][CH:5]=[C:6]3[CH:11]=[CH:10]2)(=[O:22])=[O:21])[CH:19]=[CH:18][CH:17]=[CH:16][CH:15]=1, predict the reactants needed to synthesize it. (7) Given the product [NH2:1][C:2]1[N:6]([C:7]2[CH:12]=[CH:11][C:10]([OH:13])=[CH:9][C:8]=2[F:15])[N:5]=[C:4]([CH3:16])[C:3]=1[C:17]#[N:18], predict the reactants needed to synthesize it. The reactants are: [NH2:1][C:2]1[N:6]([C:7]2[CH:12]=[CH:11][C:10]([O:13]C)=[CH:9][C:8]=2[F:15])[N:5]=[C:4]([CH3:16])[C:3]=1[C:17]#[N:18].B(Br)(Br)Br.O.